From a dataset of Forward reaction prediction with 1.9M reactions from USPTO patents (1976-2016). Predict the product of the given reaction. (1) Given the reactants [CH3:1][O:2][C:3]1[CH:4]=[C:5]([S:8]([NH2:11])(=[O:10])=[O:9])[S:6][CH:7]=1.[Br:12]N1C(=O)CCC1=O, predict the reaction product. The product is: [Br:12][C:7]1[S:6][C:5]([S:8]([NH2:11])(=[O:10])=[O:9])=[CH:4][C:3]=1[O:2][CH3:1]. (2) Given the reactants [NH:1]1[C:9]2[CH:8]=[CH:7][N:6]=[C:5]([C:10](=[O:12])[CH3:11])[C:4]=2[CH:3]=[CH:2]1.[H-].[Na+].[CH3:15][C:16]1[CH:21]=[CH:20][C:19]([S:22](Cl)(=[O:24])=[O:23])=[CH:18][CH:17]=1.O, predict the reaction product. The product is: [S:22]([N:1]1[C:9]2[CH:8]=[CH:7][N:6]=[C:5]([C:10](=[O:12])[CH3:11])[C:4]=2[CH:3]=[CH:2]1)([C:19]1[CH:20]=[CH:21][C:16]([CH3:15])=[CH:17][CH:18]=1)(=[O:24])=[O:23]. (3) Given the reactants [F:1][C:2]1[CH:24]=[C:23]([F:25])[CH:22]=[CH:21][C:3]=1[O:4][CH2:5][C:6]1[C:10]2[CH:11]=[CH:12][C:13]([C:15]([NH:17][OH:18])=[O:16])=[N:14][C:9]=2[N:8]([CH2:19][CH3:20])[CH:7]=1.FC1C=C(F)C=CC=1OCC1C2C=NC=CC=2N(CC)C=1C(OCC)=O.FC1C(O)=C(C=C(F)C=1)CC1C2C=NC(C(OCC)=O)=CC=2N(CC)C=1, predict the reaction product. The product is: [F:1][C:2]1[CH:24]=[C:23]([F:25])[CH:22]=[CH:21][C:3]=1[O:4][CH2:5][C:6]1[C:10]2[CH:9]=[N:14][C:13]([C:15]([NH:17][OH:18])=[O:16])=[CH:12][C:11]=2[N:8]([CH2:19][CH3:20])[CH:7]=1. (4) Given the reactants [NH:1]1[CH2:4][CH:3]([CH2:5][C:6]2[N:7]([CH3:31])[C:8]3[C:13]([N:14]=2)=[C:12]([N:15]2[CH2:20][CH2:19][O:18][CH2:17][CH2:16]2)[N:11]=[C:10]([N:21]2[C:25]4[CH:26]=[CH:27][CH:28]=[CH:29][C:24]=4[N:23]=[C:22]2[CH3:30])[N:9]=3)[CH2:2]1.Cl[C:33]([C:35]([O:38][C:39](=[O:41])[CH3:40])([CH3:37])[CH3:36])=[O:34].CCN(CC)CC, predict the reaction product. The product is: [CH3:36][C:35]([O:38][C:39](=[O:41])[CH3:40])([CH3:37])[C:33]([N:1]1[CH2:2][CH:3]([CH2:5][C:6]2[N:7]([CH3:31])[C:8]3[C:13]([N:14]=2)=[C:12]([N:15]2[CH2:20][CH2:19][O:18][CH2:17][CH2:16]2)[N:11]=[C:10]([N:21]2[C:25]4[CH:26]=[CH:27][CH:28]=[CH:29][C:24]=4[N:23]=[C:22]2[CH3:30])[N:9]=3)[CH2:4]1)=[O:34].